This data is from Catalyst prediction with 721,799 reactions and 888 catalyst types from USPTO. The task is: Predict which catalyst facilitates the given reaction. (1) The catalyst class is: 19. Reactant: [C:1]([O:5][C:6]([NH:8][C@H:9]([C:23]([O:25][CH3:26])=[O:24])[CH2:10][C:11]1[CH:16]=[CH:15][C:14]([C:17]#[C:18][CH2:19][CH:20]([OH:22])[CH3:21])=[CH:13][N:12]=1)=[O:7])([CH3:4])([CH3:3])[CH3:2]. Product: [C:1]([O:5][C:6]([NH:8][C@H:9]([C:23]([O:25][CH3:26])=[O:24])[CH2:10][C:11]1[CH:16]=[CH:15][C:14]([CH2:17][CH2:18][CH2:19][CH:20]([OH:22])[CH3:21])=[CH:13][N:12]=1)=[O:7])([CH3:4])([CH3:2])[CH3:3]. (2) Reactant: [CH2:1]([O:3][C:4](=[O:10])[CH2:5][S:6]([CH3:9])(=[O:8])=[O:7])[CH3:2].[H-].[Na+].[F:13][C:14]1[CH:19]=[CH:18][C:17]([C:20]2[CH:25]=[CH:24][C:23]([CH2:26][CH2:27]I)=[CH:22][CH:21]=2)=[CH:16][CH:15]=1.Cl. Product: [F:13][C:14]1[CH:15]=[CH:16][C:17]([C:20]2[CH:25]=[CH:24][C:23]([CH2:26][CH2:27][CH:5]([S:6]([CH3:9])(=[O:8])=[O:7])[C:4]([O:3][CH2:1][CH3:2])=[O:10])=[CH:22][CH:21]=2)=[CH:18][CH:19]=1. The catalyst class is: 3. (3) Reactant: [Cl:1][C:2]1[CH:3]=[N:4][C:5]2[CH:6]=[CH:7][C:8](=[O:30])[N:9]3[CH2:13][C:12]([CH2:15][N:16]4[CH2:21][CH2:20][CH:19]([NH:22]C(=O)OC(C)(C)C)[CH2:18][CH2:17]4)([OH:14])[C:11]=1[C:10]=23. Product: [NH2:22][CH:19]1[CH2:18][CH2:17][N:16]([CH2:15][C:12]2([OH:14])[C:11]3=[C:2]([Cl:1])[CH:3]=[N:4][C:5]4[CH:6]=[CH:7][C:8](=[O:30])[N:9]([C:10]=43)[CH2:13]2)[CH2:21][CH2:20]1. The catalyst class is: 281. (4) Reactant: [H-].[Na+].[Cl-].[CH3:4][S:5][C:6]1[CH:31]=[CH:30][C:9]([CH2:10][P+](C2C=CC=CC=2)(C2C=CC=CC=2)C2C=CC=CC=2)=[CH:8][CH:7]=1.O=[C:33]1[CH2:38][CH2:37][N:36]([C:39]([O:41][C:42]([CH3:45])([CH3:44])[CH3:43])=[O:40])[CH2:35][CH2:34]1. Product: [CH3:4][S:5][C:6]1[CH:7]=[CH:8][C:9]([CH:10]=[C:33]2[CH2:38][CH2:37][N:36]([C:39]([O:41][C:42]([CH3:45])([CH3:44])[CH3:43])=[O:40])[CH2:35][CH2:34]2)=[CH:30][CH:31]=1. The catalyst class is: 3. (5) Reactant: [F:1][C:2]1[CH:7]=[C:6](C(O)=O)[CH:5]=[CH:4][C:3]=1[C:11]1[CH:16]=[CH:15][C:14]([O:17][CH2:18][CH:19]2[CH2:24][CH2:23][N:22]([CH2:25][C:26]3([C:30]([F:33])([F:32])[F:31])[CH2:29][CH2:28][CH2:27]3)[CH2:21][CH2:20]2)=[C:13]([F:34])[CH:12]=1.C(Cl)CCl.[CH:39]1[CH:40]=C[C:42]2[N:47](O)N=[N:45][C:43]=2[CH:44]=1.CCN(C(C)C)C(C)C.N1CCC[C@H]1[C:63](N)=[O:64].[OH2:66]. Product: [F:1][C:2]1([C:63]([N:45]2[CH2:40][CH2:39][CH2:44][C@H:43]2[C:42]([NH2:47])=[O:66])=[O:64])[CH2:7][CH:6]=[CH:5][CH:4]=[C:3]1[C:11]1[CH:16]=[CH:15][C:14]([O:17][CH2:18][CH:19]2[CH2:20][CH2:21][N:22]([CH2:25][C:26]3([C:30]([F:31])([F:33])[F:32])[CH2:27][CH2:28][CH2:29]3)[CH2:23][CH2:24]2)=[C:13]([F:34])[CH:12]=1. The catalyst class is: 2. (6) Reactant: [CH3:1][C:2]1[CH:11]=[CH:10][C:9]2[C:4](=[CH:5][CH:6]=[CH:7][CH:8]=2)[N:3]=1.[N+:12]([O-])([OH:14])=[O:13].C(=O)=O.[N+]([O-])([O-])=O.[N+]([O-])([O-])=O.[K+].[OH-].[Na+].O.N. Product: [CH3:1][C:2]1[CH:11]=[CH:10][C:9]2[C:4](=[CH:5][CH:6]=[CH:7][C:8]=2[N+:12]([O-:14])=[O:13])[N:3]=1. The catalyst class is: 65. (7) Reactant: [OH:1][CH2:2][C:3]1[C:8]([OH:9])=[CH:7][CH:6]=[CH:5][N:4]=1.C(=O)([O-])[O-].[K+].[K+].[CH2:16](Br)[C:17]1[CH:22]=[CH:21][CH:20]=[CH:19][CH:18]=1. Product: [CH2:16]([O:9][C:8]1[C:3]([CH2:2][OH:1])=[N:4][CH:5]=[CH:6][CH:7]=1)[C:17]1[CH:22]=[CH:21][CH:20]=[CH:19][CH:18]=1. The catalyst class is: 21. (8) Reactant: CO[CH:3](OC)[CH2:4][CH:5](OC)OC.Cl.[Cl:13][C:14]1[CH:23]=[C:22]([O:24][CH2:25][CH3:26])[C:21]([NH:27][NH2:28])=[CH:20][C:15]=1[C:16]([O:18][CH3:19])=[O:17]. Product: [Cl:13][C:14]1[CH:23]=[C:22]([O:24][CH2:25][CH3:26])[C:21]([N:27]2[CH:5]=[CH:4][CH:3]=[N:28]2)=[CH:20][C:15]=1[C:16]([O:18][CH3:19])=[O:17]. The catalyst class is: 5. (9) Reactant: I[Si](C)(C)C.[O:6]=[C:7]1[N:11]([CH:12]2[CH2:17][CH2:16][N:15](C(OCC)=O)[CH2:14][CH2:13]2)[C:10]2[CH:23]=[C:24]([C:27]([F:30])([F:29])[F:28])[CH:25]=[CH:26][C:9]=2[NH:8]1.CO. Product: [NH:15]1[CH2:16][CH2:17][CH:12]([N:11]2[C:10]3[CH:23]=[C:24]([C:27]([F:29])([F:28])[F:30])[CH:25]=[CH:26][C:9]=3[NH:8][C:7]2=[O:6])[CH2:13][CH2:14]1. The catalyst class is: 22. (10) Reactant: [C-:1]#[N:2].[K+].Br[CH2:5][C:6]1[CH:11]=[CH:10][C:9]([Cl:12])=[C:8]([C:13]([F:16])([F:15])[F:14])[CH:7]=1.O. Product: [Cl:12][C:9]1[CH:10]=[CH:11][C:6]([CH2:5][C:1]#[N:2])=[CH:7][C:8]=1[C:13]([F:16])([F:15])[F:14]. The catalyst class is: 40.